This data is from Peptide-MHC class I binding affinity with 185,985 pairs from IEDB/IMGT. The task is: Regression. Given a peptide amino acid sequence and an MHC pseudo amino acid sequence, predict their binding affinity value. This is MHC class I binding data. The peptide sequence is AEFWDVFLS. The MHC is HLA-A02:01 with pseudo-sequence HLA-A02:01. The binding affinity (normalized) is 0.0847.